Dataset: Catalyst prediction with 721,799 reactions and 888 catalyst types from USPTO. Task: Predict which catalyst facilitates the given reaction. (1) Reactant: [CH2:1]([O:3][C:4](=[O:12])[CH2:5][CH2:6][C@@H:7]([C:9]([OH:11])=[O:10])[NH2:8])[CH3:2].C([O-])(O)=O.[Na+].[CH3:18][C:19]([O:22][C:23](O[C:23]([O:22][C:19]([CH3:21])([CH3:20])[CH3:18])=[O:24])=[O:24])([CH3:21])[CH3:20]. Product: [CH2:1]([O:3][C:4](=[O:12])[CH2:5][CH2:6][C@H:7]([NH:8][C:23]([O:22][C:19]([CH3:21])([CH3:20])[CH3:18])=[O:24])[C:9]([OH:11])=[O:10])[CH3:2]. The catalyst class is: 12. (2) Reactant: [C:1]([C:5]1[CH:10]=[CH:9][C:8]([NH:11][C:12]([C:14]2[CH:15]=[CH:16][C:17]3[N:21]=[C:20]([C:22]4[C:27]([CH3:28])=[CH:26][C:25](/[CH:29]=[CH:30]/[C:31]([O:33]C)=[O:32])=[CH:24][C:23]=4[CH3:35])[NH:19][C:18]=3[CH:36]=2)=[O:13])=[CH:7][CH:6]=1)([CH3:4])([CH3:3])[CH3:2].[OH-].[Na+].CO. Product: [C:1]([C:5]1[CH:10]=[CH:9][C:8]([NH:11][C:12]([C:14]2[CH:15]=[CH:16][C:17]3[N:21]=[C:20]([C:22]4[C:23]([CH3:35])=[CH:24][C:25](/[CH:29]=[CH:30]/[C:31]([OH:33])=[O:32])=[CH:26][C:27]=4[CH3:28])[NH:19][C:18]=3[CH:36]=2)=[O:13])=[CH:7][CH:6]=1)([CH3:4])([CH3:3])[CH3:2]. The catalyst class is: 72. (3) Reactant: [C:1]([O:5][C:6]([N:8]1[CH2:12][CH2:11][C@:10]([CH3:38])([NH:13][C:14]2[CH:15]=[C:16]3[C:25](=[CH:26][CH:27]=2)[O:24][CH2:23][C:22]2[N:17]3[CH:18]([CH3:37])[C:19](=[O:36])[N:20](COCC[Si](C)(C)C)[N:21]=2)[CH2:9]1)=[O:7])([CH3:4])([CH3:3])[CH3:2].CCCC[N+](CCCC)(CCCC)CCCC.[F-]. Product: [C:1]([O:5][C:6]([N:8]1[CH2:12][CH2:11][C@:10]([CH3:38])([NH:13][C:14]2[CH:15]=[C:16]3[C:25](=[CH:26][CH:27]=2)[O:24][CH2:23][C:22]2[N:17]3[CH:18]([CH3:37])[C:19](=[O:36])[NH:20][N:21]=2)[CH2:9]1)=[O:7])([CH3:4])([CH3:2])[CH3:3]. The catalyst class is: 20. (4) Reactant: [NH2:1][C:2]1[CH:7]=[CH:6][C:5]([CH:8]([CH2:17][CH:18]2[CH2:22][CH2:21][CH2:20][CH2:19]2)[C:9]([NH:11][C:12]2[S:13][CH:14]=[CH:15][N:16]=2)=[O:10])=[CH:4][CH:3]=1.[F:23][C:24]([F:31])([F:30])[CH2:25][S:26](Cl)(=[O:28])=[O:27]. The catalyst class is: 17. Product: [CH:18]1([CH2:17][CH:8]([C:5]2[CH:4]=[CH:3][C:2]([NH:1][S:26]([CH2:25][C:24]([F:31])([F:30])[F:23])(=[O:28])=[O:27])=[CH:7][CH:6]=2)[C:9]([NH:11][C:12]2[S:13][CH:14]=[CH:15][N:16]=2)=[O:10])[CH2:22][CH2:21][CH2:20][CH2:19]1. (5) Reactant: [CH3:1][O:2][C:3]1[C:4]([NH:15][C:16]([NH2:18])=[S:17])=[CH:5][C:6]([N:9]2[CH2:14][CH2:13][O:12][CH2:11][CH2:10]2)=[N:7][CH:8]=1.Br.CS(C)=O. Product: [CH3:1][O:2][C:3]1[C:4]2[N:15]=[C:16]([NH2:18])[S:17][C:5]=2[C:6]([N:9]2[CH2:14][CH2:13][O:12][CH2:11][CH2:10]2)=[N:7][CH:8]=1. The catalyst class is: 13. (6) Reactant: [NH2:1][C:2]1[N:3]=[C:4]([O:30][CH2:31][CH:32]2[CH2:34][CH2:33]2)[C:5]2[S:10][C:9](=[O:11])[N:8]([C@@H:12]3[O:24][C@H:23]([CH2:25][O:26]C(=O)C)[C@@H:18]([O:19]C(=O)C)[C@H:13]3[O:14]C(=O)C)[C:6]=2[N:7]=1.C([O-])([O-])=O.[K+].[K+]. Product: [NH2:1][C:2]1[N:3]=[C:4]([O:30][CH2:31][CH:32]2[CH2:34][CH2:33]2)[C:5]2[S:10][C:9](=[O:11])[N:8]([C@@H:12]3[O:24][C@H:23]([CH2:25][OH:26])[C@@H:18]([OH:19])[C@H:13]3[OH:14])[C:6]=2[N:7]=1. The catalyst class is: 5.